From a dataset of Full USPTO retrosynthesis dataset with 1.9M reactions from patents (1976-2016). Predict the reactants needed to synthesize the given product. (1) Given the product [NH2:25][C:21]1[N:20]=[CH:19][N:18]=[C:17]2[C:22]=1[N:23]=[CH:24][N:16]2[C@H:8]1[C@@H:9]2[O:13][C:12]([CH3:15])([CH3:14])[O:11][C@@H:10]2[C@@H:6]([CH2:5][N:4]([CH:1]([CH3:3])[CH3:2])[CH2:27][CH2:28][CH2:29][CH2:30][C:31]([O:33][CH2:34][C:35]2[CH:40]=[CH:39][CH:38]=[CH:37][CH:36]=2)=[O:32])[O:7]1, predict the reactants needed to synthesize it. The reactants are: [CH:1]([NH:4][CH2:5][C@@H:6]1[C@H:10]2[O:11][C:12]([CH3:15])([CH3:14])[O:13][C@H:9]2[C@H:8]([N:16]2[CH:24]=[N:23][C:22]3[C:17]2=[N:18][CH:19]=[N:20][C:21]=3[NH2:25])[O:7]1)([CH3:3])[CH3:2].O=[CH:27][CH2:28][CH2:29][CH2:30][C:31]([O:33][CH2:34][C:35]1[CH:40]=[CH:39][CH:38]=[CH:37][CH:36]=1)=[O:32].[BH-](OC(C)=O)(OC(C)=O)OC(C)=O.[Na+]. (2) Given the product [CH:34]1([NH:33][C:32]([C:29]2[CH:30]=[CH:31][C:26]([C:24]3[N:25]=[C:21]([NH:20][C:19]([C@@H:9]4[CH2:10][CH2:11][C@H:12]([C:13]5[CH:14]=[CH:15][CH:16]=[CH:17][CH:18]=5)[NH:8]4)=[O:38])[S:22][CH:23]=3)=[CH:27][CH:28]=2)=[O:37])[CH2:35][CH2:36]1, predict the reactants needed to synthesize it. The reactants are: C(OC([N:8]1[C@@H:12]([C:13]2[CH:18]=[CH:17][CH:16]=[CH:15][CH:14]=2)[CH2:11][CH2:10][C@H:9]1[C:19](=[O:38])[NH:20][C:21]1[S:22][CH:23]=[C:24]([C:26]2[CH:31]=[CH:30][C:29]([C:32](=[O:37])[NH:33][CH:34]3[CH2:36][CH2:35]3)=[CH:28][CH:27]=2)[N:25]=1)=O)(C)(C)C. (3) Given the product [C:6]([O:10][C:11]([N:13]1[CH2:14][CH2:15][C:16]2([CH2:19][OH:20])[CH:17]([CH2:1]2)[CH2:18]1)=[O:12])([CH3:9])([CH3:8])[CH3:7], predict the reactants needed to synthesize it. The reactants are: [CH2:1]([Zn]CC)C.[C:6]([O:10][C:11]([N:13]1[CH2:18][CH:17]=[C:16]([CH2:19][OH:20])[CH2:15][CH2:14]1)=[O:12])([CH3:9])([CH3:8])[CH3:7].[Cl-].[NH4+]. (4) Given the product [CH3:1][O:2][C:3]1[CH:4]=[C:5]2[C:10](=[CH:11][C:12]=1[O:13][CH3:14])[N:9]=[CH:8][CH:7]=[C:6]2[O:15][C:16]1[CH:22]=[CH:21][C:19]([NH:20][C:36]([NH:52][CH:50]([C:47]2[S:48][CH:49]=[C:45]([CH3:44])[N:46]=2)[CH3:51])=[O:42])=[C:18]([O:23][CH3:24])[CH:17]=1, predict the reactants needed to synthesize it. The reactants are: [CH3:1][O:2][C:3]1[CH:4]=[C:5]2[C:10](=[CH:11][C:12]=1[O:13][CH3:14])[N:9]=[CH:8][CH:7]=[C:6]2[O:15][C:16]1[CH:22]=[CH:21][C:19]([NH2:20])=[C:18]([O:23][CH3:24])[CH:17]=1.C(N(CC)CC)C.ClC(Cl)(O[C:36](=[O:42])OC(Cl)(Cl)Cl)Cl.[CH3:44][C:45]1[N:46]=[C:47]([CH:50]([NH2:52])[CH3:51])[S:48][CH:49]=1. (5) Given the product [Cl:1][C:2]1[CH:3]=[C:4]([CH:31]=[CH:32][C:33]=1[F:34])[CH2:5][N:6]1[CH2:15][CH2:14][C:13]2[C:8](=[C:9]([OH:29])[C:10](=[O:28])[N:11]([CH2:21][CH2:22][N:23]3[CH2:27][CH2:26][O:38][CH2:25][CH2:24]3)[C:12]=2[C:16]([N:18]([CH3:19])[CH3:20])=[O:17])[C:7]1=[O:30], predict the reactants needed to synthesize it. The reactants are: [Cl:1][C:2]1[CH:3]=[C:4]([CH:31]=[CH:32][C:33]=1[F:34])[CH2:5][N:6]1[CH2:15][CH2:14][C:13]2[C:8](=[C:9]([OH:29])[C:10](=[O:28])[N:11]([CH2:21][CH2:22][N:23]3[CH2:27][CH2:26][CH2:25][CH2:24]3)[C:12]=2[C:16]([N:18]([CH3:20])[CH3:19])=[O:17])[C:7]1=[O:30].N1CC[O:38]CC1. (6) Given the product [C:1]([Si:5]([CH3:23])([CH3:22])[O:6][C@H:7]1[C@H:12]([OH:13])[C@@H:11]([CH2:17][OH:18])[O:10][CH:9]=[CH:8]1)([CH3:4])([CH3:3])[CH3:2], predict the reactants needed to synthesize it. The reactants are: [C:1]([Si:5]([CH3:23])([CH3:22])[O:6][C@H:7]1[C@H:12]([O:13]C(=O)C)[C@@H:11]([CH2:17][O:18]C(=O)C)[O:10][CH:9]=[CH:8]1)([CH3:4])([CH3:3])[CH3:2].C[O-].[Na+].O.Cl.